This data is from Forward reaction prediction with 1.9M reactions from USPTO patents (1976-2016). The task is: Predict the product of the given reaction. (1) Given the reactants Cl.[CH:2]1([C:5]2[N:6]=[CH:7][C:8]([O:11][C@H:12]3[CH2:22][N:15]4[C:16](=[O:21])[CH2:17][CH2:18][NH:19][CH2:20][C@H:14]4[CH2:13]3)=[N:9][CH:10]=2)[CH2:4][CH2:3]1.[F:23][C:24]([F:35])([F:34])[O:25][C:26]1[CH:33]=[CH:32][C:29]([CH:30]=O)=[CH:28][CH:27]=1.C(N(CC)CC)C.C(O[BH-](OC(=O)C)OC(=O)C)(=O)C.[Na+], predict the reaction product. The product is: [CH:2]1([C:5]2[N:6]=[CH:7][C:8]([O:11][C@H:12]3[CH2:22][N:15]4[C:16](=[O:21])[CH2:17][CH2:18][N:19]([CH2:30][C:29]5[CH:32]=[CH:33][C:26]([O:25][C:24]([F:23])([F:34])[F:35])=[CH:27][CH:28]=5)[CH2:20][C@H:14]4[CH2:13]3)=[N:9][CH:10]=2)[CH2:4][CH2:3]1. (2) Given the reactants [C:1](/[C:3](/[C:27]1[CH:32]=[CH:31][C:30]([O:33][CH3:34])=[C:29]([O:35][CH3:36])[CH:28]=1)=[CH:4]\[C:5]1[S:9][C:8]([N:10]2[CH2:15][CH2:14][CH:13]([O:16][C:17](=[O:26])[CH2:18][N:19]3[CH2:24][CH2:23][CH:22](O)[CH2:21][CH2:20]3)[CH2:12][CH2:11]2)=[CH:7][CH:6]=1)#[N:2].[OH:37][CH2:38]C1CCCNC1, predict the reaction product. The product is: [C:1](/[C:3](/[C:27]1[CH:32]=[CH:31][C:30]([O:33][CH3:34])=[C:29]([O:35][CH3:36])[CH:28]=1)=[CH:4]\[C:5]1[S:9][C:8]([N:10]2[CH2:15][CH2:14][CH:13]([O:16][C:17](=[O:26])[CH2:18][N:19]3[CH2:20][CH2:21][CH2:22][CH:23]([CH2:38][OH:37])[CH2:24]3)[CH2:12][CH2:11]2)=[CH:7][CH:6]=1)#[N:2].